From a dataset of Full USPTO retrosynthesis dataset with 1.9M reactions from patents (1976-2016). Predict the reactants needed to synthesize the given product. Given the product [C:26]([C:30]1[CH:31]=[C:32]([C:12]2[N:8]([CH2:7][CH:1]3[CH2:6][CH2:5][CH2:4][CH2:3][CH2:2]3)[N:9]=[C:10]([C:21]([O:23][CH2:24][CH3:25])=[O:22])[CH:11]=2)[CH:33]=[C:34]([C:36]2([CH3:39])[CH2:38][CH2:37]2)[CH:35]=1)([CH3:29])([CH3:27])[CH3:28], predict the reactants needed to synthesize it. The reactants are: [CH:1]1([CH2:7][N:8]2[C:12](OS(C(F)(F)F)(=O)=O)=[CH:11][C:10]([C:21]([O:23][CH2:24][CH3:25])=[O:22])=[N:9]2)[CH2:6][CH2:5][CH2:4][CH2:3][CH2:2]1.[C:26]([C:30]1[CH:31]=[C:32](B2OC(C)(C)C(C)(C)O2)[CH:33]=[C:34]([C:36]2([CH3:39])[CH2:38][CH2:37]2)[CH:35]=1)([CH3:29])([CH3:28])[CH3:27].C([O-])([O-])=O.[K+].[K+].O.